From a dataset of Reaction yield outcomes from USPTO patents with 853,638 reactions. Predict the reaction yield, written as a fraction of the theoretical maximum amount of product (1.0 means a 100% yield; for example, 0.34 means a 34% yield). The reactants are [Cl:1][C:2]1[CH:7]=[CH:6][C:5]([CH:8]([CH:16]([N:28]2CCNCC2)C2(Cl)C3C(=CC=CC=3)N=CN2)[C:9]2[CH:14]=[CH:13][C:12]([Cl:15])=[CH:11][CH:10]=2)=[CH:4][CH:3]=1.[NH2:34][C@@H:35]([CH:41]([CH3:43])[CH3:42])[C:36]([NH:38][O:39][CH3:40])=[O:37].C([N:46]([CH2:49]C)[CH2:47][CH3:48])C. The catalyst is O1CCOCC1. The yield is 0.220. The product is [Cl:1][C:2]1[CH:7]=[CH:6][C:5]([CH:8]([C:9]2[CH:14]=[CH:13][C:12]([Cl:15])=[CH:11][CH:10]=2)[C:16]2([NH:34][C@@H:35]([CH:41]([CH3:43])[CH3:42])[C:36]([NH:38][O:39][CH3:40])=[O:37])[C:48]3[C:47](=[CH:7][CH:2]=[CH:3][CH:4]=3)[N:46]=[CH:49][NH:28]2)=[CH:4][CH:3]=1.